This data is from Forward reaction prediction with 1.9M reactions from USPTO patents (1976-2016). The task is: Predict the product of the given reaction. (1) Given the reactants [C:1](OC(=O)C)(=[O:3])[CH3:2].[Br:8][C:9]1[CH:14]=[CH:13][C:12]([NH2:15])=[CH:11][C:10]=1[O:16][CH3:17], predict the reaction product. The product is: [Br:8][C:9]1[CH:14]=[CH:13][C:12]([NH:15][C:1](=[O:3])[CH3:2])=[CH:11][C:10]=1[O:16][CH3:17]. (2) Given the reactants C([O:8][C@@H:9]1[C@@H:13]2[NH:14][C@H:15]([CH2:16][OH:17])[C@H:10]1[O:11][C@@H:12]2[O:18][CH3:19])C1C=CC=CC=1.C(=O)([O-])O.[Na+].Cl[C:26]([O:28][CH2:29][C:30]1[CH:35]=[CH:34][CH:33]=[CH:32][CH:31]=1)=[O:27].O, predict the reaction product. The product is: [CH2:29]([O:28][C:26]([N:14]1[C@H:15]([CH2:16][OH:17])[C@@H:10]2[C@H:9]([OH:8])[C@H:13]1[C@H:12]([O:18][CH3:19])[O:11]2)=[O:27])[C:30]1[CH:35]=[CH:34][CH:33]=[CH:32][CH:31]=1. (3) Given the reactants [F:1][C:2]1[CH:7]=[CH:6][C:5]([N:8]2[C:11](=[O:12])[C@H:10]([S:13][CH2:14][C:15]([C:17]3[CH:22]=[CH:21][C:20]([F:23])=[CH:19][CH:18]=3)=[O:16])[C@H:9]2[C:24]2[CH:38]=[CH:37][C:27]([O:28][CH2:29][C:30]([NH:32][CH2:33][C:34](O)=[O:35])=[O:31])=[CH:26][CH:25]=2)=[CH:4][CH:3]=1.CN1CCOCC1.CN(C(ON1N=NC2C=CC=CC1=2)=[N+](C)C)C.[B-](F)(F)(F)F.[CH:68]1([CH2:74][C@H:75]([C:77]([OH:79])=[O:78])[NH2:76])[CH2:73][CH2:72][CH2:71][CH2:70][CH2:69]1.[BH4-].[Na+], predict the reaction product. The product is: [F:1][C:2]1[CH:3]=[CH:4][C:5]([N:8]2[C:11](=[O:12])[C@H:10]([S:13][CH2:14][CH:15]([C:17]3[CH:18]=[CH:19][C:20]([F:23])=[CH:21][CH:22]=3)[OH:16])[C@H:9]2[C:24]2[CH:25]=[CH:26][C:27]([O:28][CH2:29][C:30]([NH:32][CH2:33][C:34]([NH:76][C@@H:75]([C:77]([OH:79])=[O:78])[CH2:74][CH:68]3[CH2:73][CH2:72][CH2:71][CH2:70][CH2:69]3)=[O:35])=[O:31])=[CH:37][CH:38]=2)=[CH:6][CH:7]=1. (4) Given the reactants [CH3:1][C@@H:2]1[CH2:24][C:23]2[C:25](=[O:26])[C:18](=[CH:19][C:20]([C:22]=2[O:27][CH3:28])=[O:21])[NH:17][C:15](=[O:16])[C:14]([CH3:29])=[CH:13][CH:12]=[CH:11][C@H:10]([O:30][CH3:31])[C@@H:9]([O:32][C:33]([NH2:35])=[O:34])[C:8]([CH3:36])=[CH:7][C@H:6]([CH3:37])[C@@H:5]([OH:38])[C@@H:4]([O:39][CH3:40])[CH2:3]1.F[B-](F)(F)F.[CH3:46][O+](C)C.CN(C)C1C2C(=CC=CC=2N(C)C)C=CC=1, predict the reaction product. The product is: [CH3:1][C@@H:2]1[CH2:24][C:23]2[C:25](=[O:26])[C:18](=[CH:19][C:20]([C:22]=2[O:27][CH3:28])=[O:21])[NH:17][C:15](=[O:16])[C:14]([CH3:29])=[CH:13][CH:12]=[CH:11][C@H:10]([O:30][CH3:31])[C@@H:9]([O:32][C:33]([NH2:35])=[O:34])[C:8]([CH3:36])=[CH:7][C@H:6]([CH3:37])[C@@H:5]([O:38][CH3:46])[C@@H:4]([O:39][CH3:40])[CH2:3]1. (5) Given the reactants CC([N:5]([C@@H:9]([CH3:32])[C:10](=[O:31])[NH:11][C@@H:12]([CH2:23][CH2:24][C:25]1[CH:30]=[CH:29][CH:28]=[CH:27][CH:26]=1)/[CH:13]=[CH:14]/[C:15](=[O:22])[N:16]1[CH2:21][CH2:20][CH2:19][CH2:18][CH2:17]1)C(=O)[O-])(C)C.C([O-])(O)=O.[Na+].[ClH:38], predict the reaction product. The product is: [ClH:38].[O:22]=[C:15]([N:16]1[CH2:21][CH2:20][CH2:19][CH2:18][CH2:17]1)/[CH:14]=[CH:13]/[C@@H:12]([NH:11][C:10](=[O:31])[C@H:9]([CH3:32])[NH2:5])[CH2:23][CH2:24][C:25]1[CH:30]=[CH:29][CH:28]=[CH:27][CH:26]=1.